From a dataset of Full USPTO retrosynthesis dataset with 1.9M reactions from patents (1976-2016). Predict the reactants needed to synthesize the given product. (1) Given the product [Br:3][C:9]1[NH:7][C:8]2[C:16]([C:17]=1[CH:18]=[O:21])=[CH:15][C:14]([O:22][CH3:23])=[CH:13][C:12]=2[F:11], predict the reactants needed to synthesize it. The reactants are: P(Br)(Br)([Br:3])=O.C[N:7]([CH:9]=O)[CH3:8].[F:11][C:12]1[CH:13]=[C:14]([O:22][CH3:23])[CH:15]=[C:16]2C=1N[C:18](=[O:21])[CH2:17]2. (2) Given the product [CH2:27]([N:24]1[C:17]2=[N:18][CH:19]=[C:20]([C:21]([NH:57][C@@H:55]([C:52]3[CH:53]=[CH:54][C:49]([CH3:48])=[CH:50][CH:51]=3)[CH3:56])=[O:23])[C:15]([NH:14][CH:11]3[CH2:12][CH2:13][N:8]([C:6]([O:5][C:2]([CH3:3])([CH3:1])[CH3:4])=[O:7])[CH2:9][CH2:10]3)=[C:16]2[CH:26]=[N:25]1)[CH3:28], predict the reactants needed to synthesize it. The reactants are: [CH3:1][C:2]([O:5][C:6]([N:8]1[CH2:13][CH2:12][CH:11]([NH:14][C:15]2[C:20]([C:21]([OH:23])=O)=[CH:19][N:18]=[C:17]3[N:24]([CH2:27][CH3:28])[N:25]=[CH:26][C:16]=23)[CH2:10][CH2:9]1)=[O:7])([CH3:4])[CH3:3].C1C=CC2N(O)N=NC=2C=1.CCN(C(C)C)C(C)C.[CH3:48][C:49]1[CH:54]=[CH:53][C:52]([C@H:55]([NH2:57])[CH3:56])=[CH:51][CH:50]=1. (3) The reactants are: [CH2:1]([N:3]1[C:15]2[CH:14]=[CH:13][CH:12]=[CH:11][C:10]=2[C:9]2[C:4]1=[CH:5][CH:6]=[CH:7][CH:8]=2)[CH3:2].[CH3:16][C:17]1[CH:25]=[C:24]([CH3:26])[CH:23]=[C:22]([CH3:27])[C:18]=1[C:19](Cl)=[O:20].[Al+3].[Cl-].[Cl-].[Cl-].[F:32][C:33]1[CH:41]=[CH:40][CH:39]=[CH:38][C:34]=1[C:35](Cl)=[O:36]. Given the product [CH2:1]([N:3]1[C:15]2[CH:14]=[CH:13][C:12]([C:35]([C:34]3[CH:38]=[CH:39][CH:40]=[CH:41][C:33]=3[F:32])=[O:36])=[CH:11][C:10]=2[C:9]2[C:4]1=[CH:5][CH:6]=[C:7]([C:19](=[O:20])[C:18]1[C:17]([CH3:16])=[CH:25][C:24]([CH3:26])=[CH:23][C:22]=1[CH3:27])[CH:8]=2)[CH3:2], predict the reactants needed to synthesize it.